This data is from Full USPTO retrosynthesis dataset with 1.9M reactions from patents (1976-2016). The task is: Predict the reactants needed to synthesize the given product. (1) Given the product [CH3:15][C:8]1[CH:7]=[C:6]([N:22]2[CH2:27][CH2:26][O:25][CH2:24][CH2:23]2)[CH:11]=[CH:10][C:9]=1[N+:12]([O-:14])=[O:13], predict the reactants needed to synthesize it. The reactants are: CS(C)=O.F[C:6]1[CH:11]=[CH:10][C:9]([N+:12]([O-:14])=[O:13])=[C:8]([CH3:15])[CH:7]=1.C(=O)([O-])[O-].[K+].[K+].[NH:22]1[CH2:27][CH2:26][O:25][CH2:24][CH2:23]1. (2) Given the product [Cl:33][C:30]1[N:31]=[CH:32][C:27]([C:23]2[S:22][C:21]([NH:20][C:17](=[O:19])[CH3:18])=[N:25][C:24]=2[CH3:26])=[CH:28][C:29]=1[S:34](=[O:35])(=[O:36])[NH:7][CH2:6][C:5]1[CH:8]=[CH:9][C:2]([Cl:1])=[CH:3][CH:4]=1, predict the reactants needed to synthesize it. The reactants are: [Cl:1][C:2]1[CH:9]=[CH:8][C:5]([CH2:6][NH2:7])=[CH:4][CH:3]=1.C(N(CC)CC)C.[C:17]([NH:20][C:21]1[S:22][C:23]([C:27]2[CH:28]=[C:29]([S:34](Cl)(=[O:36])=[O:35])[C:30]([Cl:33])=[N:31][CH:32]=2)=[C:24]([CH3:26])[N:25]=1)(=[O:19])[CH3:18]. (3) Given the product [C:1]1([C@@H:7]2[CH2:9][C@H:8]2[C:10]([N:21]2[CH2:22][CH2:23][N:18]([CH2:15][CH2:16][CH3:17])[CH2:19][CH2:20]2)=[O:11])[CH:6]=[CH:5][CH:4]=[CH:3][CH:2]=1, predict the reactants needed to synthesize it. The reactants are: [C:1]1([C@@H:7]2[CH2:9][C@H:8]2[C:10](Cl)=[O:11])[CH:6]=[CH:5][CH:4]=[CH:3][CH:2]=1.Br.Br.[CH2:15]([N:18]1[CH2:23][CH2:22][NH:21][CH2:20][CH2:19]1)[CH2:16][CH3:17].